Dataset: Catalyst prediction with 721,799 reactions and 888 catalyst types from USPTO. Task: Predict which catalyst facilitates the given reaction. (1) Reactant: Br[C:2]1[CH:3]=[N:4][C:5]([N:8]2[CH2:25][CH2:24][CH2:23][C@:10]3([C:14](=[O:15])[N:13]([C@H:16]4[CH2:21][CH2:20][C@@H:19]([OH:22])[CH2:18][CH2:17]4)[CH2:12][CH2:11]3)[CH2:9]2)=[N:6][CH:7]=1.O1CCOCC1.[NH:32]1[CH:36]=[CH:35][CH:34]=[N:33]1.CN[C@H]1CCCC[C@@H]1NC.C(=O)([O-])[O-].[K+].[K+]. Product: [OH:22][C@@H:19]1[CH2:20][CH2:21][C@H:16]([N:13]2[CH2:12][CH2:11][C@@:10]3([CH2:23][CH2:24][CH2:25][N:8]([C:5]4[N:4]=[CH:3][C:2]([N:32]5[CH:36]=[CH:35][CH:34]=[N:33]5)=[CH:7][N:6]=4)[CH2:9]3)[C:14]2=[O:15])[CH2:17][CH2:18]1. The catalyst class is: 205. (2) Reactant: Cl[C:2]1[CH:7]=[C:6](Cl)[CH:5]=[CH:4][C:3]=1[N+:9]([O-:11])=[O:10].[CH3:12][NH2:13].[NH2:14][C:15]1[C:20]([CH3:21])=[CH:19][C:18]([OH:22])=[CH:17][C:16]=1[CH3:23].CC(C)([O-])C.[K+]. Product: [NH2:14][C:15]1[C:20]([CH3:21])=[CH:19][C:18]([O:22][C:6]2[CH:5]=[CH:4][C:3]([N+:9]([O-:11])=[O:10])=[C:2]([NH:13][CH3:12])[CH:7]=2)=[CH:17][C:16]=1[CH3:23]. The catalyst class is: 395. (3) Reactant: [NH2:1][C:2]1[C:7]([NH2:8])=[CH:6][C:5]([N+:9]([O-:11])=[O:10])=[CH:4][C:3]=1[O:12][CH3:13].[F:14][CH:15]([F:19])[C:16](O)=O. Product: [F:14][CH:15]([F:19])[C:16]1[NH:8][C:7]2[CH:6]=[C:5]([N+:9]([O-:11])=[O:10])[CH:4]=[C:3]([O:12][CH3:13])[C:2]=2[N:1]=1. The catalyst class is: 6. (4) Reactant: [N+:1]([C:4]1[CH:9]=[CH:8][C:7]([N:10]2[CH2:15][CH2:14][O:13][CH2:12][C:11]2=[O:16])=[CH:6][CH:5]=1)([O-])=O. Product: [NH2:1][C:4]1[CH:5]=[CH:6][C:7]([N:10]2[CH2:15][CH2:14][O:13][CH2:12][C:11]2=[O:16])=[CH:8][CH:9]=1. The catalyst class is: 45. (5) Reactant: C(Cl)CCl.[N+:5]([C:8]1[CH:13]=[CH:12][C:11]([CH:14]([CH3:18])[C:15]([OH:17])=O)=[CH:10][CH:9]=1)([O-:7])=[O:6].CCN(C(C)C)C(C)C.Cl.[N+:29]([C:32]1[CH:37]=[CH:36][C:35]([CH2:38][CH2:39][N:40]2[CH2:45][CH2:44][NH:43][CH2:42][CH2:41]2)=[CH:34][CH:33]=1)([O-:31])=[O:30]. Product: [N+:29]([C:32]1[CH:37]=[CH:36][C:35]([CH2:38][CH2:39][N:40]2[CH2:41][CH2:42][N:43]([C:15](=[O:17])[CH:14]([C:11]3[CH:10]=[CH:9][C:8]([N+:5]([O-:7])=[O:6])=[CH:13][CH:12]=3)[CH3:18])[CH2:44][CH2:45]2)=[CH:34][CH:33]=1)([O-:31])=[O:30]. The catalyst class is: 124. (6) Reactant: [CH3:1][O:2][C:3]([C:5]1[S:6][C:7]([C:11]2[CH:16]=[CH:15][CH:14]=[CH:13][CH:12]=2)=[CH:8][C:9]=1[NH2:10])=[O:4].[C:17]1(B(O)O)[CH:22]=[CH:21][CH:20]=[CH:19][CH:18]=1.N1C=CC=CC=1. Product: [CH3:1][O:2][C:3]([C:5]1[S:6][C:7]([C:11]2[CH:16]=[CH:15][CH:14]=[CH:13][CH:12]=2)=[CH:8][C:9]=1[NH:10][C:17]1[CH:22]=[CH:21][CH:20]=[CH:19][CH:18]=1)=[O:4]. The catalyst class is: 221. (7) Reactant: [Cl:1][C:2]1[CH:7]=[CH:6][C:5]([CH:8]2[C:12]3[N:13]([CH:23]([CH3:25])[CH3:24])[C:14]([C:16]4[CH2:17][CH2:18][N:19]([CH3:22])[CH2:20][CH:21]=4)=[N:15][C:11]=3[C:10](=[O:26])[N:9]2[C:27]2[CH:28]=[C:29]([CH3:37])[C:30]3[N:31]([C:33]([CH3:36])=[N:34][N:35]=3)[CH:32]=2)=[CH:4][CH:3]=1. Product: [Cl:1][C:2]1[CH:3]=[CH:4][C:5]([CH:8]2[C:12]3[N:13]([CH:23]([CH3:25])[CH3:24])[C:14]([CH:16]4[CH2:17][CH2:18][N:19]([CH3:22])[CH2:20][CH2:21]4)=[N:15][C:11]=3[C:10](=[O:26])[N:9]2[C:27]2[CH:28]=[C:29]([CH3:37])[C:30]3[N:31]([C:33]([CH3:36])=[N:34][N:35]=3)[CH:32]=2)=[CH:6][CH:7]=1. The catalyst class is: 320. (8) Reactant: [Br:1][C:2]1[CH:23]=[CH:22][C:21]2[S:20][C:19]3[C:6](=[CH:7][C:8]4[S:9][C:10]5[C:15]([CH:16]([C:24]6[CH:29]=[CH:28][C:27]([CH:30]([CH2:37][CH2:38][CH2:39][CH2:40][CH2:41][CH3:42])[CH2:31][CH2:32][CH2:33][CH2:34][CH2:35][CH3:36])=[CH:26][CH:25]=6)[C:17]=4[CH:18]=3)=[CH:14][C:13]([Br:43])=[CH:12][CH:11]=5)[CH:5]([C:44]3[CH:49]=[CH:48][C:47]([CH:50]([CH2:57][CH2:58][CH2:59][CH2:60][CH2:61][CH3:62])[CH2:51][CH2:52][CH2:53][CH2:54][CH2:55][CH3:56])=[CH:46][CH:45]=3)[C:4]=2[CH:3]=1.C1(Cl)C(=O)C(Cl)=C(Cl)C(=O)C=1Cl. Product: [Br:43][C:13]1[CH:12]=[CH:11][C:10]2[S:9][C:8]3[C:17]([CH:18]=[C:19]4[C:6]([CH:7]=3)=[C:5]([C:44]3[CH:49]=[CH:48][C:47]([CH:50]([CH2:51][CH2:52][CH2:53][CH2:54][CH2:55][CH3:56])[CH2:57][CH2:58][CH2:59][CH2:60][CH2:61][CH3:62])=[CH:46][CH:45]=3)[C:4]3[C:21](=[CH:22][CH:23]=[C:2]([Br:1])[CH:3]=3)[S:20]4)=[C:16]([C:24]3[CH:25]=[CH:26][C:27]([CH:30]([CH2:37][CH2:38][CH2:39][CH2:40][CH2:41][CH3:42])[CH2:31][CH2:32][CH2:33][CH2:34][CH2:35][CH3:36])=[CH:28][CH:29]=3)[C:15]=2[CH:14]=1. The catalyst class is: 5. (9) Reactant: [SH:1][C:2]1[C:3]2[N:10]=[C:9]([C:11]([O:13]CC)=[O:12])[S:8][C:4]=2[N:5]=[CH:6][N:7]=1.I[CH3:17]. Product: [CH3:17][S:1][C:2]1[C:3]2[N:10]=[C:9]([C:11]([OH:13])=[O:12])[S:8][C:4]=2[N:5]=[CH:6][N:7]=1. The catalyst class is: 74. (10) Reactant: [CH3:1][N:2]1[CH2:15][CH2:14][C:13]2[C:12]3[CH:11]=[C:10]([CH3:16])[CH:9]=[CH:8][C:7]=3[NH:6][C:5]=2[CH2:4][CH2:3]1.Br[CH:18]=[C:19]([C:21]1[CH:26]=[CH:25][CH:24]=[C:23]([F:27])[CH:22]=1)[CH3:20].N1CCC[C@H]1C(O)=O.[O-]P([O-])([O-])=O.[K+].[K+].[K+]. Product: [F:27][C:23]1[CH:22]=[C:21](/[C:19](/[CH3:20])=[CH:18]/[N:6]2[C:7]3[CH:8]=[CH:9][C:10]([CH3:16])=[CH:11][C:12]=3[C:13]3[CH2:14][CH2:15][N:2]([CH3:1])[CH2:3][CH2:4][C:5]2=3)[CH:26]=[CH:25][CH:24]=1. The catalyst class is: 122.